This data is from Full USPTO retrosynthesis dataset with 1.9M reactions from patents (1976-2016). The task is: Predict the reactants needed to synthesize the given product. (1) Given the product [CH2:34]([N:27]1[C:20]2[N:21]=[C:22]([S:25][CH3:26])[N:23]=[CH:24][C:19]=2[CH:18]=[C:17]([C:5]2[CH:6]=[CH:7][C:8]([C:10]3[CH:15]=[N:14][CH:13]=[C:12]([CH3:16])[N:11]=3)=[CH:9][C:4]=2[Cl:3])[C:28]1=[O:29])[CH2:33][CH:32]=[CH2:31], predict the reactants needed to synthesize it. The reactants are: [H-].[Na+].[Cl:3][C:4]1[CH:9]=[C:8]([C:10]2[CH:15]=[N:14][CH:13]=[C:12]([CH3:16])[N:11]=2)[CH:7]=[CH:6][C:5]=1[C:17]1[C:28](=[O:29])[NH:27][C:20]2[N:21]=[C:22]([S:25][CH3:26])[N:23]=[CH:24][C:19]=2[CH:18]=1.Br[CH2:31][CH2:32][CH:33]=[CH2:34]. (2) Given the product [CH:10]1([C:13]2[N:14]([C:19]3[CH:20]=[CH:21][C:22]([F:25])=[CH:23][CH:24]=3)[CH:15]=[C:16]([I:18])[N:17]=2)[CH2:12][CH2:11]1, predict the reactants needed to synthesize it. The reactants are: C1(C2NC=C(I)N=2)CC1.[CH:10]1([C:13]2[N:14]([C:19]3[CH:24]=[CH:23][C:22]([F:25])=[CH:21][CH:20]=3)[CH:15]=[C:16]([I:18])[N:17]=2)[CH2:12][CH2:11]1.FC1C=CC(B(O)O)=CC=1. (3) Given the product [Cl:34][C:20]1[CH:21]=[C:22]([NH:25][C:26]2[CH:31]=[CH:30][C:29]([F:32])=[CH:28][C:27]=2[F:33])[CH:23]=[CH:24][C:19]=1[C:18]([C:13]1[CH:12]=[C:11]([N:37]2[CH:40]=[C:45]([CH2:44][CH2:46][OH:47])[N:39]=[N:38]2)[CH:16]=[CH:15][C:14]=1[CH3:17])=[O:35], predict the reactants needed to synthesize it. The reactants are: C(OC(=O)CN1C=C([C:11]2[CH:16]=[CH:15][C:14]([CH3:17])=[C:13]([C:18](=[O:35])[C:19]3[CH:24]=[CH:23][C:22]([NH:25][C:26]4[CH:31]=[CH:30][C:29]([F:32])=[CH:28][C:27]=4[F:33])=[CH:21][C:20]=3[Cl:34])[CH:12]=2)N=N1)C.[N:37]([C:40]1C=CC(C)=[C:44]([C:46](C2C=CC(NC3C=CC(F)=CC=3F)=CC=2Cl)=[O:47])[CH:45]=1)=[N+:38]=[N-:39].C(O)CC#C. (4) Given the product [CH3:1][O:2][C:3]([C:5]1[N:6]([C:31]2[CH:36]=[CH:35][CH:34]=[CH:33][CH:32]=2)[C:7]2[C:12]([C:13](=[O:28])[C:14]=1[CH2:15][NH:16][C:17](=[O:27])[C:18]1[CH:23]=[CH:22][C:21]([Cl:62])=[CH:20][CH:19]=1)=[CH:11][CH:10]=[C:9]([O:29][CH3:30])[CH:8]=2)=[O:4], predict the reactants needed to synthesize it. The reactants are: [CH3:1][O:2][C:3]([C:5]1[N:6]([C:31]2[CH:36]=[CH:35][CH:34]=[CH:33][CH:32]=2)[C:7]2[C:12]([C:13](=[O:28])[C:14]=1[CH2:15][NH:16][C:17](=[O:27])[C:18]1[CH:23]=[CH:22][C:21](N(C)C)=[CH:20][CH:19]=1)=[CH:11][CH:10]=[C:9]([O:29][CH3:30])[CH:8]=2)=[O:4].NCC1C(=O)C2C(=CC(OC)=CC=2)N(C2C=CC=CC=2)C=1C(OC)=O.[Cl:62]C1C=CC(C(Cl)=O)=CC=1. (5) Given the product [Cl:10][CH2:11][C:12]([NH:14][CH2:15][C:4]1[CH:5]=[C:6]([F:8])[CH:7]=[C:2]([CH3:1])[C:3]=1[OH:9])=[O:13], predict the reactants needed to synthesize it. The reactants are: [CH3:1][C:2]1[CH:7]=[C:6]([F:8])[CH:5]=[CH:4][C:3]=1[OH:9].[Cl:10][CH2:11][C:12]([NH:14][CH2:15]O)=[O:13].S(=O)(=O)(O)O.